Dataset: Full USPTO retrosynthesis dataset with 1.9M reactions from patents (1976-2016). Task: Predict the reactants needed to synthesize the given product. The reactants are: [NH2:1][C@@H:2]([CH3:20])[C:3]([NH:5][C:6]1[CH:11]=[CH:10][C:9]([F:12])=[CH:8][C:7]=1[NH:13][C:14]1[CH:19]=[CH:18][CH:17]=[CH:16][N:15]=1)=[O:4].Cl[C:22]1[N:30]=[CH:29][N:28]=[C:27]2[C:23]=1[N:24]=[CH:25][N:26]2C1CCCCO1.CCN(C(C)C)C(C)C. Given the product [F:12][C:9]1[CH:10]=[CH:11][C:6]([NH:5][C:3](=[O:4])[C@@H:2]([NH:1][C:22]2[N:30]=[CH:29][N:28]=[C:27]3[C:23]=2[N:24]=[CH:25][NH:26]3)[CH3:20])=[C:7]([NH:13][C:14]2[CH:19]=[CH:18][CH:17]=[CH:16][N:15]=2)[CH:8]=1, predict the reactants needed to synthesize it.